The task is: Predict the product of the given reaction.. This data is from Forward reaction prediction with 1.9M reactions from USPTO patents (1976-2016). (1) Given the reactants [CH3:1][O:2][C:3]([C:5]1([CH3:15])[CH2:10][CH2:9][CH2:8][CH:7]([N:11]=[N+]=[N-])[CH:6]1[OH:14])=[O:4], predict the reaction product. The product is: [CH3:1][O:2][C:3]([C:5]1([CH3:15])[CH2:10][CH2:9][CH2:8][CH:7]([NH2:11])[CH:6]1[OH:14])=[O:4]. (2) The product is: [F:1][C:2]([F:12])([F:11])[C:3]1[CH:4]=[C:5]([CH:8]=[CH:9][CH:10]=1)[CH2:6][B:13]1[O:17][C:16]([CH3:19])([CH3:18])[C:15]([CH3:21])([CH3:20])[O:14]1. Given the reactants [F:1][C:2]([F:12])([F:11])[C:3]1[CH:4]=[C:5]([CH:8]=[CH:9][CH:10]=1)[CH2:6]Br.[B:13]1([B:13]2[O:17][C:16]([CH3:19])([CH3:18])[C:15]([CH3:21])([CH3:20])[O:14]2)[O:17][C:16]([CH3:19])([CH3:18])[C:15]([CH3:21])([CH3:20])[O:14]1.C(=O)([O-])[O-].[K+].[K+], predict the reaction product. (3) Given the reactants C(N(C(C)C)CC)(C)C.Cl.[F:11][C:12]1[CH:17]=[C:16]([S:18]([CH3:21])(=[O:20])=[O:19])[CH:15]=[CH:14][C:13]=1[C:22]1[CH:27]=[CH:26][C:25]([O:28][CH2:29][CH:30]2[CH2:35][CH2:34][NH:33][CH2:32][CH2:31]2)=[CH:24][CH:23]=1.Cl[C:37]([O:39][CH:40]([CH3:42])[CH3:41])=[O:38], predict the reaction product. The product is: [F:11][C:12]1[CH:17]=[C:16]([S:18]([CH3:21])(=[O:20])=[O:19])[CH:15]=[CH:14][C:13]=1[C:22]1[CH:23]=[CH:24][C:25]([O:28][CH2:29][CH:30]2[CH2:35][CH2:34][N:33]([C:37]([O:39][CH:40]([CH3:42])[CH3:41])=[O:38])[CH2:32][CH2:31]2)=[CH:26][CH:27]=1. (4) The product is: [O:1]([CH2:8][CH2:9][S:10][CH2:11][C:12]([NH:53][NH:52][C:50]([C:45]1[CH:44]=[CH:43][C:42]2[C:47](=[CH:48][CH:49]=[C:40]([C:39]([CH3:55])([CH3:54])[O:38][SiH2:37][C:33]([CH3:36])([CH3:35])[CH3:34])[CH:41]=2)[CH:46]=1)=[O:51])=[O:14])[C:2]1[CH:3]=[CH:4][CH:5]=[CH:6][CH:7]=1. Given the reactants [O:1]([CH2:8][CH2:9][S:10][CH2:11][C:12]([OH:14])=O)[C:2]1[CH:7]=[CH:6][CH:5]=[CH:4][CH:3]=1.CCOC1N(C(OCC)=O)C2C(=CC=CC=2)C=C1.[C:33]([SiH2:37][O:38][C:39]([CH3:55])([CH3:54])[C:40]1[CH:41]=[C:42]2[C:47](=[CH:48][CH:49]=1)[CH:46]=[C:45]([C:50]([NH:52][NH2:53])=[O:51])[CH:44]=[CH:43]2)([CH3:36])([CH3:35])[CH3:34].O(CCSCC(NNC(C1C=CC2C=C(CN(C)C)OC=2C=1)=O)=O)C1C=CC=CC=1, predict the reaction product.